This data is from NCI-60 drug combinations with 297,098 pairs across 59 cell lines. The task is: Regression. Given two drug SMILES strings and cell line genomic features, predict the synergy score measuring deviation from expected non-interaction effect. Drug 1: COCCOC1=C(C=C2C(=C1)C(=NC=N2)NC3=CC=CC(=C3)C#C)OCCOC.Cl. Drug 2: CC1C(C(CC(O1)OC2CC(CC3=C2C(=C4C(=C3O)C(=O)C5=C(C4=O)C(=CC=C5)OC)O)(C(=O)CO)O)N)O.Cl. Cell line: K-562. Synergy scores: CSS=44.2, Synergy_ZIP=-1.21, Synergy_Bliss=2.95, Synergy_Loewe=-6.02, Synergy_HSA=4.22.